Dataset: Reaction yield outcomes from USPTO patents with 853,638 reactions. Task: Predict the reaction yield, written as a fraction of the theoretical maximum amount of product (1.0 means a 100% yield; for example, 0.34 means a 34% yield). The reactants are C[Si]([N-][Si](C)(C)C)(C)C.[Li+].C[O:12][C:13]([C:15]1[C:23]2[C:18](=[N:19][CH:20]=[C:21]([Cl:24])[CH:22]=2)[N:17]([S:25]([C:28]2[CH:33]=[CH:32][CH:31]=[CH:30][CH:29]=2)(=[O:27])=[O:26])[C:16]=1[CH2:34][N:35]([CH2:46][C:47]#[N:48])S(C1C=CC(C)=CC=1)(=O)=O)=O. The catalyst is C1COCC1. The product is [C:28]1([S:25]([N:17]2[C:16]3[CH:34]=[N:35][C:46]([C:47]#[N:48])=[C:13]([OH:12])[C:15]=3[C:23]3[CH:22]=[C:21]([Cl:24])[CH:20]=[N:19][C:18]2=3)(=[O:27])=[O:26])[CH:29]=[CH:30][CH:31]=[CH:32][CH:33]=1. The yield is 0.270.